From a dataset of HIV replication inhibition screening data with 41,000+ compounds from the AIDS Antiviral Screen. Binary Classification. Given a drug SMILES string, predict its activity (active/inactive) in a high-throughput screening assay against a specified biological target. The drug is CCN(CC)CCC1CCCCN1CC(=O)N1c2cc(Cl)ccc2NC(=O)CC1C. The result is 0 (inactive).